From a dataset of Catalyst prediction with 721,799 reactions and 888 catalyst types from USPTO. Predict which catalyst facilitates the given reaction. (1) Reactant: [N:1]1([C:7]2([C:11]([O:13][CH2:14][CH3:15])=[O:12])[CH2:10][CH2:9][CH2:8]2)[CH2:6][CH2:5][NH:4][CH2:3][CH2:2]1.C(N(CC)CC)C.[Cl:23][C:24]1[CH:29]=[CH:28][CH:27]=[CH:26][C:25]=1[S:30](Cl)(=[O:32])=[O:31].C([O-])(O)=O.[Na+]. Product: [Cl:23][C:24]1[CH:29]=[CH:28][CH:27]=[CH:26][C:25]=1[S:30]([N:4]1[CH2:3][CH2:2][N:1]([C:7]2([C:11]([O:13][CH2:14][CH3:15])=[O:12])[CH2:8][CH2:9][CH2:10]2)[CH2:6][CH2:5]1)(=[O:32])=[O:31]. The catalyst class is: 2. (2) Reactant: CS[C:3]1[NH:4][C:5]2[C:10]([CH:11]=1)=[CH:9][C:8]([C:12]([F:15])([F:14])[F:13])=[CH:7][CH:6]=2. The catalyst class is: 470. Product: [F:15][C:12]([F:13])([F:14])[C:8]1[CH:9]=[C:10]2[C:5](=[CH:6][CH:7]=1)[NH:4][CH:3]=[CH:11]2. (3) Reactant: [CH3:1][N:2]([S:15]([C:18]1[CH:19]=[N:20][CH:21]=[CH:22][CH:23]=1)(=[O:17])=[O:16])[C:3]1[CH:4]=[CH:5][CH:6]=[C:7]2[C:11]=1[NH:10][C:9]([C:12](=[S:14])[NH2:13])=[CH:8]2.[C:24]([O:29][CH2:30][CH3:31])(=[O:28])[C:25]#[C:26][CH3:27].C(P(CCCC)CCCC)CCC.ClCCl. Product: [CH3:1][N:2]([S:15]([C:18]1[CH:19]=[N:20][CH:21]=[CH:22][CH:23]=1)(=[O:17])=[O:16])[C:3]1[CH:4]=[CH:5][CH:6]=[C:7]2[C:11]=1[NH:10][C:9]([C:12]1[S:14][CH:26]([CH2:25][C:24]([O:29][CH2:30][CH3:31])=[O:28])[CH2:27][N:13]=1)=[CH:8]2. The catalyst class is: 7. (4) Reactant: Cl[CH2:2][CH2:3][CH2:4]/[C:5](=[N:14]\[S@:15]([C:17]([CH3:20])([CH3:19])[CH3:18])=[O:16])/[C:6]1[CH:11]=[CH:10][C:9]([O:12][CH3:13])=[CH:8][CH:7]=1.CC(C[AlH]CC(C)C)C.[Li+].C[Si]([N-][Si](C)(C)C)(C)C. Product: [CH3:18][C:17]([S@@:15]([N:14]1[CH2:2][CH2:3][CH2:4][C@H:5]1[C:6]1[CH:11]=[CH:10][C:9]([O:12][CH3:13])=[CH:8][CH:7]=1)=[O:16])([CH3:20])[CH3:19]. The catalyst class is: 5. (5) Reactant: [Cl:1][C:2]1[C:12]([Cl:13])=[CH:11][C:5]2[N:6]([CH3:10])[C:7]([CH3:9])=[N:8][C:4]=2[CH:3]=1.[F:14][C:15]([F:31])([F:30])[S:16]([O:19][CH2:20][CH2:21][CH2:22][CH2:23][CH2:24][C:25]([O:27][CH2:28][CH3:29])=[O:26])(=[O:18])=[O:17]. Product: [F:14][C:15]([F:31])([F:30])[S:16]([O-:19])(=[O:18])=[O:17].[Cl:13][C:12]1[C:2]([Cl:1])=[CH:3][C:4]2[N+:8]([CH2:20][CH2:21][CH2:22][CH2:23][CH2:24][C:25]([O:27][CH2:28][CH3:29])=[O:26])=[C:7]([CH3:9])[N:6]([CH3:10])[C:5]=2[CH:11]=1. The catalyst class is: 4. (6) Reactant: [CH3:1][O:2][CH:3]1[CH2:8][N:7]([CH2:9][CH2:10][N:11]2[C:16](=[O:17])[CH:15]=[N:14][C:13]3[CH:18]=[CH:19][C:20]([O:22][CH3:23])=[N:21][C:12]2=3)[CH2:6][CH:5]([CH2:24][N:25]2C(=O)C3C(=CC=CC=3)C2=O)[CH2:4]1.NN. Product: [NH2:25][CH2:24][C@H:5]1[CH2:4][C@@H:3]([O:2][CH3:1])[CH2:8][N:7]([CH2:9][CH2:10][N:11]2[C:16](=[O:17])[CH:15]=[N:14][C:13]3[CH:18]=[CH:19][C:20]([O:22][CH3:23])=[N:21][C:12]2=3)[CH2:6]1. The catalyst class is: 14.